Dataset: Peptide-MHC class II binding affinity with 134,281 pairs from IEDB. Task: Regression. Given a peptide amino acid sequence and an MHC pseudo amino acid sequence, predict their binding affinity value. This is MHC class II binding data. (1) The peptide sequence is SSAGGFFTSVGKGIH. The MHC is DRB1_0301 with pseudo-sequence DRB1_0301. The binding affinity (normalized) is 0. (2) The peptide sequence is YKFIPSLEAAVKQAY. The MHC is DRB1_0901 with pseudo-sequence DRB1_0901. The binding affinity (normalized) is 0.704. (3) The peptide sequence is ALEDDLLNRNNSFKP. The MHC is DRB4_0101 with pseudo-sequence DRB4_0103. The binding affinity (normalized) is 0.0383. (4) The peptide sequence is LDVSVIPTSGDVVVVATDAL. The MHC is DRB1_1501 with pseudo-sequence DRB1_1501. The binding affinity (normalized) is 0.378.